Dataset: Experimentally validated miRNA-target interactions with 360,000+ pairs, plus equal number of negative samples. Task: Binary Classification. Given a miRNA mature sequence and a target amino acid sequence, predict their likelihood of interaction. (1) The miRNA is mmu-miR-34a-5p with sequence UGGCAGUGUCUUAGCUGGUUGU. The protein sequence of the target gene is MVFSRRGGLGARDLLLWLLLLAAWEVGSGQLHYSIPEEAKHGTFVGRVAQDLGLELAELVPRLFRVASKTHRDLLEVNLQNGILFVNSRIDREELCQWSAECSIHLELIADRPLQVFHVEVKVKDINDNPPVFRGREQIIFIPESRLLNSRFPIEGAADADIGANALLTYTLSPSDYFSLDVEASDELSKSLWLELRKYLDREETPELHLLLTATDGGKPELQGTVELLITVLDVNDNAPLFDQAVYRVHLLETTANGTLVTTLNASDADEGVNGEVVFSFDSGISRDIQEKFKVDSSSG.... Result: 0 (no interaction). (2) The miRNA is hsa-miR-502-5p with sequence AUCCUUGCUAUCUGGGUGCUA. The protein sequence of the target gene is MAPLLGRKPFPLVKPLPGEEPLFTIPHTQEAFRTREEYEARLERYSERIWTCKSTGSSQLTHKEAWEEEQEVAELLKEEFPNWYEKLVLEMVHHNTASLEKLVDSAWLEIMTKYAVGEECDFEVGKEKMLKVKIVKIHPLEKVDEEAVEKKSDGACDSPSSDKENSSQMAQDLQKKETVVKEDEGRRESINDRARRSPRKLPTSLKKGERKWAPPKFLPHKYDVKLQNEDKIISNVPADSLIRTERPPNKEILRYFIRHNALRAGTGENAPWVVEDELVKKYSLPSKFSDFLLDPYKYMT.... Result: 0 (no interaction). (3) The miRNA is hsa-miR-603 with sequence CACACACUGCAAUUACUUUUGC. The protein sequence of the target gene is MFSVLSYGRLVARAVLGGLSQTDPRAGGGGGGDYGLVTAGCGFGKDFRKGLLKKGACYGDDACFVARHRSADVLGVADGVGGWRDYGVDPSQFSGTLMRTCERLVKEGRFVPSNPIGILTTSYCELLQNKVPLLGSSTACIVVLDRTSHRLHTANLGDSGFLVVRGGEVVHRSDEQQHYFNTPFQLSIAPPEAEGVVLSDSPDAADSTSFDVQLGDIILTATDGLFDNMPDYMILQELKKLKNSNYESIQQTARSIAEQAHELAYDPNYMSPFAQFACDNGLNVRGGKPDDITVLLSIVA.... Result: 1 (interaction). (4) The miRNA is hsa-miR-7110-5p with sequence UGGGGGUGUGGGGAGAGAGAG. The protein sequence of the target gene is MSLILNILREMLEYFGVPVEQVLLIWENKDYGSTRSIVRIIGKMLPLEPCRRPNFELIPLLNSVDSDNCGSMVPSFADILYVANDEEASYLRFRNSIWKNEEEKVEIFHPLRLVRDPLSPAVRQKETVKNDLPVNEAAIRKIAALENELTFLRSQIAAIVEMQELKNSTNSSSFGLSDERISLGQLSSSRAAHLSVDPDQLPGSVLSPPPPPPLPPQFSSLQPPCFPPVQPGSNNICDSDNPATEMSKQNPAANKTNYSHHSKSQRNKDIPNMLDVLKDMNKVKLRAIERSPGGRPIHKR.... Result: 0 (no interaction). (5) Result: 0 (no interaction). The protein sequence of the target gene is MASVDGDSRHLLSEVEHEVSPGPMNIQFDSSDLRSKRPFYIEPTNIVNVNDVIQRVSDHAAAMNKRIHYYSRLTTPADKALIAPDHVVPAPEECYVYSPLGSAYKLKSYTEGYGKNTSLVTIFMIWNTMMGTSILSIPWGIKQAGFTTGMCVIVLMGLLTLYCCYRVVKSRSTISTSDTSTWEYPDVCKHYFGSFGQWSSLLFSLVSLIGAMIVYWVLMSNFLFNTGKFIFNFIHHINDTDTVLSTNNSNPVICPNAGSGGRPDNSSMIFYNNNTEVQLFEKWWDKSRTVPFYLIGLLLP.... The miRNA is hsa-miR-660-3p with sequence ACCUCCUGUGUGCAUGGAUUA. (6) The miRNA is hsa-miR-891b with sequence UGCAACUUACCUGAGUCAUUGA. The protein sequence of the target gene is MELRRGGVGNQAAGRRMDGDCRDGGCGSKDAGSEDYENLPTSASVSTHMTAGAMAGILEHSIMYPVDSVKTRMQSLNPDPKARYTSIYGALKRIMHTEGFWRPLRGLNVMMMGAGPAHAMYFACYENMKRTLNDVFSHQGNSHLANGVAGSMATLLHDAVMNPAEVVKQRLQMYNSQHQSAFSCIRTVWRTEGLGAFYRSYTTQLTMNIPFQSIHFITYEFLQEQVNPRRDYNPQSHIISGGLAGALAAAATTPLDVCKTLLNTQENMALSLANVSGRLSGMANAFRTVYQLNGLAGYFK.... Result: 0 (no interaction). (7) The miRNA is mmu-miR-338-5p with sequence AACAAUAUCCUGGUGCUGAGUG. The protein sequence of the target gene is MTTCRRERPILTLLWILMATAGCLADLNEVPQVTVQPMSTVQKLGGTVILGCVVEPPWMNVTWRFNGKELNGSDDALGVFITRGTLVIAALNNHTVGRYQCVARMPAGAVASVPATVTLANLQDFKLDVQHVIEVDEGNTAVIACHLPESHPKAQVRYSVKQEWLEASRDNYLIMPSGNLQIVNASQEDEGMYKCAAYNPVTQEVKTSGSGDRLRVRRSTAEAARIIYPLEAQTVIVTKGQSLILECVASGIPPPRVTWAKDGSSIAAYNKTRFLLSNLLIDTTSEEDSGTYRCMASNGV.... Result: 1 (interaction).